From a dataset of Peptide-MHC class I binding affinity with 185,985 pairs from IEDB/IMGT. Regression. Given a peptide amino acid sequence and an MHC pseudo amino acid sequence, predict their binding affinity value. This is MHC class I binding data. (1) The peptide sequence is YSYKAFIKYPE. The MHC is Mamu-A02 with pseudo-sequence Mamu-A02. The binding affinity (normalized) is 0.215. (2) The peptide sequence is IPKRNRSIL. The MHC is HLA-B46:01 with pseudo-sequence HLA-B46:01. The binding affinity (normalized) is 0.0847. (3) The peptide sequence is RQAELSKAY. The MHC is HLA-A69:01 with pseudo-sequence HLA-A69:01. The binding affinity (normalized) is 0.0847. (4) The peptide sequence is CCFHCQVC. The MHC is HLA-B58:01 with pseudo-sequence HLA-B58:01. The binding affinity (normalized) is 0. (5) The peptide sequence is RNWAHSSL. The MHC is HLA-B51:01 with pseudo-sequence HLA-B51:01. The binding affinity (normalized) is 0. (6) The peptide sequence is HPCYRHPWA. The MHC is HLA-B07:02 with pseudo-sequence HLA-B07:02. The binding affinity (normalized) is 0.0847.